This data is from Reaction yield outcomes from USPTO patents with 853,638 reactions. The task is: Predict the reaction yield, written as a fraction of the theoretical maximum amount of product (1.0 means a 100% yield; for example, 0.34 means a 34% yield). (1) The reactants are [C:1]1([Mg]Br)[CH:6]=[CH:5][CH:4]=[CH:3][CH:2]=1.CN([CH2:12][CH2:13]N(C)C)C.Cl[CH:18]([CH2:20][CH:21](Cl)[CH3:22])[CH3:19].[Cl-].[NH4+]. The catalyst is C1COCC1.C(OCC)(=O)C. The product is [C:1]1([CH:18]([CH2:20][CH:21]([C:13]2[CH:12]=[CH:3][CH:2]=[CH:1][CH:6]=2)[CH3:22])[CH3:19])[CH:6]=[CH:5][CH:4]=[CH:3][CH:2]=1. The yield is 1.00. (2) The reactants are [Cl:1][C:2]1[CH:7]=[CH:6][N:5]=[C:4]2[CH:8]=[C:9]([Sn](C)(C)C)[S:10][C:3]=12.I[C:16]1[CH:21]=[CH:20][C:19]([O:22][CH3:23])=[CH:18][N:17]=1. No catalyst specified. The product is [Cl:1][C:2]1[CH:7]=[CH:6][N:5]=[C:4]2[CH:8]=[C:9]([C:16]3[CH:21]=[CH:20][C:19]([O:22][CH3:23])=[CH:18][N:17]=3)[S:10][C:3]=12. The yield is 0.340. (3) The reactants are [CH3:1][C:2]1[CH:7]=[CH:6][C:5]([N+:8]([O-:10])=[O:9])=[CH:4][C:3]=1[NH:11][C:12]1[C:13](=[CH:17][C:18]([O:21][CH3:22])=[CH:19][CH:20]=1)[C:14](O)=O.P(Cl)(Cl)([Cl:25])=O. No catalyst specified. The product is [Cl:25][C:14]1[C:13]2[C:12]([N:11]=[C:3]3[C:4]=1[C:5]([N+:8]([O-:10])=[O:9])=[CH:6][CH:7]=[C:2]3[CH3:1])=[CH:20][CH:19]=[C:18]([O:21][CH3:22])[CH:17]=2. The yield is 0.680. (4) The reactants are [F:1][C:2]([F:16])([F:15])[C:3]1[CH:8]=[CH:7][C:6]([C:9]2[O:13][C:12]([NH2:14])=[N:11][N:10]=2)=[CH:5][CH:4]=1.C(=O)([O-])[O-].[K+].[K+].CC1C=CC(S(O[CH2:34][CH2:35][O:36][C:37]2[CH:38]=[C:39]3[C:44](=[CH:45][CH:46]=2)[NH:43][C:42](=[O:47])[CH2:41][CH2:40]3)(=O)=O)=CC=1. The catalyst is CN(C=O)C.O. The product is [F:16][C:2]([F:1])([F:15])[C:3]1[CH:4]=[CH:5][C:6]([C:9]2[O:13][C:12]([NH:14][CH2:34][CH2:35][O:36][C:37]3[CH:38]=[C:39]4[C:44](=[CH:45][CH:46]=3)[NH:43][C:42](=[O:47])[CH2:41][CH2:40]4)=[N:11][N:10]=2)=[CH:7][CH:8]=1. The yield is 0.0550. (5) The product is [Br:18][CH2:31][C:25]1[CH:30]=[CH:29][C:28]([O:23][CH3:20])=[CH:27][C:26]=1[CH2:7][C:8]([O:9][CH3:10])=[O:11]. The yield is 0.900. The catalyst is ClCCl. The reactants are COC1C=CC2[CH2:7][C:8](=[O:11])[O:9][CH2:10]C=2C=1.CO.S(Br)([Br:18])=O.[C:20](=[O:23])(O)[O-].[Na+].[C:25]1([CH3:31])[CH:30]=[CH:29][CH:28]=[CH:27][CH:26]=1. (6) The catalyst is CS(C)=O.C(O)C. The yield is 0.340. The product is [CH:1]1([NH:7][C:8]2[CH:15]=[C:14]([N:16]3[C:24]4[CH2:23][C:22]([CH3:26])([CH3:25])[CH2:21][C:20](=[O:27])[C:19]=4[C:18]([CH3:28])=[N:17]3)[CH:13]=[C:12]([F:29])[C:9]=2[C:10]([NH2:11])=[O:37])[CH2:6][CH2:5][CH2:4][CH2:3][CH2:2]1. The reactants are [CH:1]1([NH:7][C:8]2[CH:15]=[C:14]([N:16]3[C:24]4[CH2:23][C:22]([CH3:26])([CH3:25])[CH2:21][C:20](=[O:27])[C:19]=4[C:18]([CH3:28])=[N:17]3)[CH:13]=[C:12]([F:29])[C:9]=2[C:10]#[N:11])[CH2:6][CH2:5][CH2:4][CH2:3][CH2:2]1.C1(N)CCCCC1.[OH-:37].[Na+].OO.